This data is from Full USPTO retrosynthesis dataset with 1.9M reactions from patents (1976-2016). The task is: Predict the reactants needed to synthesize the given product. (1) Given the product [CH2:1]([N:8]1[CH2:13][CH2:12][O:11][CH:10]([C:14]([C:25]2[CH:30]=[CH:29][CH:28]=[CH:27][CH:26]=2)([OH:24])[CH2:15][C:16]2[CH:21]=[CH:20][CH:19]=[CH:18][C:17]=2[Cl:31])[CH2:9]1)[C:2]1[CH:7]=[CH:6][CH:5]=[CH:4][CH:3]=1, predict the reactants needed to synthesize it. The reactants are: [CH2:1]([N:8]1[CH2:13][CH2:12][O:11][CH:10]([C:14]([C:25]2[CH:30]=[CH:29][CH:28]=[CH:27][CH:26]=2)([OH:24])[CH2:15][C:16]2[CH:21]=[CH:20][CH:19]=[CH:18][C:17]=2OC)[CH2:9]1)[C:2]1[CH:7]=[CH:6][CH:5]=[CH:4][CH:3]=1.[Cl:31]C1C=CC=CC=1CCl. (2) Given the product [CH3:1][N:2]1[C:14]2[CH2:13][CH2:12][CH:11]([CH:15]3[CH2:20][CH2:19][O:18][CH2:17][CH2:16]3)[CH2:10][C:9]=2[C:8]2[C:3]1=[CH:4][CH:5]=[C:6]([C:21]([N:36]1[CH2:35][CH2:34][CH2:33][CH:32]([NH:31][C:29](=[O:30])[O:28][C:25]([CH3:24])([CH3:26])[CH3:27])[CH2:37]1)=[O:22])[CH:7]=2, predict the reactants needed to synthesize it. The reactants are: [CH3:1][N:2]1[C:14]2[CH2:13][CH2:12][CH:11]([CH:15]3[CH2:20][CH2:19][O:18][CH2:17][CH2:16]3)[CH2:10][C:9]=2[C:8]2[C:3]1=[CH:4][CH:5]=[C:6]([C:21](O)=[O:22])[CH:7]=2.[CH3:24][C:25]([O:28][C:29]([NH:31][CH:32]1[CH2:37][NH:36][CH2:35][CH2:34][CH2:33]1)=[O:30])([CH3:27])[CH3:26].CN(C(ON1N=NC2C=CC=NC1=2)=[N+](C)C)C.F[P-](F)(F)(F)(F)F.C(N(CC)C(C)C)(C)C. (3) Given the product [C:5]([C:7]1[CH:24]=[CH:23][C:10]([O:11][CH2:12][CH2:13][CH2:14][CH2:15][CH2:16][CH2:17][CH2:18][CH2:19][C:20]([O:22][CH2:25][CH3:26])=[O:21])=[CH:9][CH:8]=1)#[N:6], predict the reactants needed to synthesize it. The reactants are: S(Cl)(Cl)=O.[C:5]([C:7]1[CH:24]=[CH:23][C:10]([O:11][CH2:12][CH2:13][CH2:14][CH2:15][CH2:16][CH2:17][CH2:18][CH2:19][C:20]([OH:22])=[O:21])=[CH:9][CH:8]=1)#[N:6].[CH2:25](O)[CH3:26]. (4) Given the product [F:18][C:17]([F:20])([F:19])[CH2:16][CH2:15][O:1][C:2]1[CH:3]=[C:4]([CH:7]=[CH:8][CH:9]=1)[CH:5]=[O:6], predict the reactants needed to synthesize it. The reactants are: [OH:1][C:2]1[CH:3]=[C:4]([CH:7]=[CH:8][CH:9]=1)[CH:5]=[O:6].S(C1C=CC(C)=CC=1)(OO[CH2:15][CH2:16][C:17]([F:20])([F:19])[F:18])(=O)=O.C(=O)([O-])[O-].[K+].[K+]. (5) Given the product [CH3:1][C:2]1([CH3:22])[CH2:11][CH2:10][C:9]([CH3:12])([CH3:13])[C:8]2[CH:7]=[C:6]([C:14]3[N:15]=[C:16]([CH2:19][CH2:20][NH2:21])[S:17][CH:18]=3)[CH:5]=[CH:4][C:3]1=2, predict the reactants needed to synthesize it. The reactants are: [CH3:1][C:2]1([CH3:22])[CH2:11][CH2:10][C:9]([CH3:13])([CH3:12])[C:8]2[CH:7]=[C:6]([C:14]3[N:15]=[C:16]([CH2:19][C:20]#[N:21])[S:17][CH:18]=3)[CH:5]=[CH:4][C:3]1=2.Cl. (6) Given the product [Cl:1][C:2]1[CH:3]=[C:4]([S:14]([N:17]([CH2:33][C:34]([OH:36])=[O:35])[C:18]2[CH:19]=[CH:20][C:21]3[N:22]([CH2:31][CH3:32])[C:23]4[C:28]([C:29]=3[CH:30]=2)=[CH:27][CH:26]=[CH:25][CH:24]=4)(=[O:15])=[O:16])[CH:5]=[C:6]([C:8]#[C:9][Si:10]([CH3:13])([CH3:11])[CH3:12])[CH:7]=1, predict the reactants needed to synthesize it. The reactants are: [Cl:1][C:2]1[CH:3]=[C:4]([S:14]([N:17]([CH2:33][C:34]([O:36]C(C)(C)C)=[O:35])[C:18]2[CH:19]=[CH:20][C:21]3[N:22]([CH2:31][CH3:32])[C:23]4[C:28]([C:29]=3[CH:30]=2)=[CH:27][CH:26]=[CH:25][CH:24]=4)(=[O:16])=[O:15])[CH:5]=[C:6]([C:8]#[C:9][Si:10]([CH3:13])([CH3:12])[CH3:11])[CH:7]=1.FC(F)(F)C(O)=O. (7) The reactants are: [NH2:1][CH2:2][C:3]1[CH:8]=[CH:7][C:6]([CH:9]2[CH2:14][CH2:13][N:12]([C:15]([O:17][C:18]([CH3:21])([CH3:20])[CH3:19])=[O:16])[CH2:11][CH:10]2[O:22][CH2:23][C:24]2[CH:33]=[C:32]([O:34][CH2:35][O:36][CH2:37][CH2:38][Si:39]([CH3:42])([CH3:41])[CH3:40])[C:31]3[C:26](=[CH:27][CH:28]=[CH:29][CH:30]=3)[CH:25]=2)=[CH:5][CH:4]=1.[C:43](Cl)(=[O:50])[C:44]1[CH:49]=[CH:48][CH:47]=[CH:46][CH:45]=1. Given the product [C:43]([NH:1][CH2:2][C:3]1[CH:8]=[CH:7][C:6]([CH:9]2[CH2:14][CH2:13][N:12]([C:15]([O:17][C:18]([CH3:20])([CH3:21])[CH3:19])=[O:16])[CH2:11][CH:10]2[O:22][CH2:23][C:24]2[CH:33]=[C:32]([O:34][CH2:35][O:36][CH2:37][CH2:38][Si:39]([CH3:42])([CH3:41])[CH3:40])[C:31]3[C:26](=[CH:27][CH:28]=[CH:29][CH:30]=3)[CH:25]=2)=[CH:5][CH:4]=1)(=[O:50])[C:44]1[CH:49]=[CH:48][CH:47]=[CH:46][CH:45]=1, predict the reactants needed to synthesize it. (8) Given the product [CH3:34][O:33][C:26]1[CH:27]=[C:28]([O:31][CH3:32])[CH:29]=[CH:30][C:25]=1[C:21]1[CH:22]=[CH:23][CH:24]=[C:19]([C:17]([NH:16][C:13]2[N:12]=[CH:11][C:10]([C:8]3[O:7][C:6]([CH3:35])=[C:5]([C:3]([OH:4])=[O:2])[CH:9]=3)=[CH:15][CH:14]=2)=[O:18])[CH:20]=1, predict the reactants needed to synthesize it. The reactants are: C[O:2][C:3]([C:5]1[CH:9]=[C:8]([C:10]2[CH:11]=[N:12][C:13]([NH:16][C:17]([C:19]3[CH:20]=[C:21]([C:25]4[CH:30]=[CH:29][C:28]([O:31][CH3:32])=[CH:27][C:26]=4[O:33][CH3:34])[CH:22]=[CH:23][CH:24]=3)=[O:18])=[CH:14][CH:15]=2)[O:7][C:6]=1[CH3:35])=[O:4].[Li+].[OH-]. (9) The reactants are: C[Si](C)(C)CCOC[N:7]1[C:11]2=[N:12][CH:13]=[CH:14][CH:15]=[C:10]2[C:9]([CH:16]2[CH2:21][CH2:20][N:19](C(OC(C)(C)C)=O)[CH2:18][CH2:17]2)=[N:8]1.[ClH:31]. Given the product [ClH:31].[NH:19]1[CH2:18][CH2:17][CH:16]([C:9]2[C:10]3[C:11](=[N:12][CH:13]=[CH:14][CH:15]=3)[NH:7][N:8]=2)[CH2:21][CH2:20]1, predict the reactants needed to synthesize it.